From a dataset of Full USPTO retrosynthesis dataset with 1.9M reactions from patents (1976-2016). Predict the reactants needed to synthesize the given product. (1) Given the product [F:15][C:16]1[CH:21]=[CH:20][CH:19]=[CH:18][C:17]=1[C:2]1[C:7]2=[N:8][C:9]([C:12]([NH2:14])=[O:13])=[CH:10][N:11]=[C:6]2[CH:5]=[N:4][CH:3]=1, predict the reactants needed to synthesize it. The reactants are: Br[C:2]1[C:7]2=[N:8][C:9]([C:12]([NH2:14])=[O:13])=[CH:10][N:11]=[C:6]2[CH:5]=[N:4][CH:3]=1.[F:15][C:16]1[CH:21]=[CH:20][CH:19]=[CH:18][C:17]=1B(O)O.C(=O)([O-])[O-].[Cs+].[Cs+].O1CCOCC1. (2) Given the product [CH3:25][S:26]([O:17][C@@H:15]([CH:12]1[CH2:13][CH2:14][N:9]([C:7]2[O:6][N:5]=[C:4]([CH:2]([CH3:1])[CH3:3])[N:8]=2)[CH2:10][CH2:11]1)[CH3:16])(=[O:28])=[O:27], predict the reactants needed to synthesize it. The reactants are: [CH3:1][CH:2]([C:4]1[N:8]=[C:7]([N:9]2[CH2:14][CH2:13][CH:12]([C@H:15]([OH:17])[CH3:16])[CH2:11][CH2:10]2)[O:6][N:5]=1)[CH3:3].CCN(CC)CC.[CH3:25][S:26](Cl)(=[O:28])=[O:27]. (3) Given the product [C:15]([C:14]1[N:13]=[CH:12][N:8]2[C:7]=1[C@@H:6]([CH2:17][CH3:18])[N:5]([CH:19]([CH3:21])[CH3:20])[C:4]1[N:3]=[C:2]([NH:22][C:23]3[CH:31]=[CH:30][C:26]([C:27]([OH:29])=[O:28])=[CH:25][C:24]=3[O:32][CH3:33])[N:11]=[CH:10][C:9]2=1)#[N:16], predict the reactants needed to synthesize it. The reactants are: Cl[C:2]1[N:11]=[CH:10][C:9]2[N:8]3[CH:12]=[N:13][C:14]([C:15]#[N:16])=[C:7]3[C@@H:6]([CH2:17][CH3:18])[N:5]([CH:19]([CH3:21])[CH3:20])[C:4]=2[N:3]=1.[NH2:22][C:23]1[CH:31]=[CH:30][C:26]([C:27]([OH:29])=[O:28])=[CH:25][C:24]=1[O:32][CH3:33].C1(C)C=CC(S(O)(=O)=O)=CC=1.